From a dataset of Full USPTO retrosynthesis dataset with 1.9M reactions from patents (1976-2016). Predict the reactants needed to synthesize the given product. Given the product [O:9]=[C:1]1[C:2]2[C:3](=[CH:5][CH:6]=[CH:7][CH:8]=2)[N:4]=[C:11]([C:13]2[CH:23]=[CH:22][C:16]([O:17][CH2:18][C:19]([OH:21])=[O:20])=[CH:15][CH:14]=2)[NH:10]1, predict the reactants needed to synthesize it. The reactants are: [C:1]([NH2:10])(=[O:9])[C:2]1[C:3](=[CH:5][CH:6]=[CH:7][CH:8]=1)[NH2:4].[CH:11]([C:13]1[CH:23]=[CH:22][C:16]([O:17][CH2:18][C:19]([OH:21])=[O:20])=[CH:15][CH:14]=1)=O.COC1C=C(OC)C=C2C=1C(=O)NC(C1C=CC=CN=1)=N2.